The task is: Predict the reactants needed to synthesize the given product.. This data is from Full USPTO retrosynthesis dataset with 1.9M reactions from patents (1976-2016). (1) Given the product [F:1][C:2]1[CH:7]=[CH:6][C:5]([C:8]2[NH:12][C:11]([CH2:13][OH:14])=[N:10][C:9]=2[C:15]2[CH:20]=[CH:19][C:18]([S:21][CH3:22])=[CH:17][CH:16]=2)=[CH:4][CH:3]=1, predict the reactants needed to synthesize it. The reactants are: [F:1][C:2]1[CH:7]=[CH:6][C:5]([C:8]2[NH:12][C:11]([CH:13]=[O:14])=[N:10][C:9]=2[C:15]2[CH:20]=[CH:19][C:18]([S:21][CH3:22])=[CH:17][CH:16]=2)=[CH:4][CH:3]=1.[BH4-].[Na+].Cl.C([O-])(O)=O.[Na+]. (2) Given the product [C:21]([C:20]1[CH:19]=[N:18][CH:17]=[C:16]([Br:15])[CH:24]=1)(=[O:22])[CH3:4], predict the reactants needed to synthesize it. The reactants are: [Cl-].[Mg+2].[Cl-].[C:4](OCC)(=O)CC(OCC)=O.[Br:15][C:16]1[CH:17]=[N:18][CH:19]=[C:20]([CH:24]=1)[C:21](Cl)=[O:22].Cl. (3) Given the product [F:19][C:20]([F:39])([F:38])[S:21]([O:1][C:2]1[CH:3]=[CH:4][C:5]([C:8]2[C:9]([CH3:18])=[N:10][C:11]([CH3:17])=[C:12]([C:14](=[O:15])[NH2:16])[N:13]=2)=[CH:6][CH:7]=1)(=[O:23])=[O:22], predict the reactants needed to synthesize it. The reactants are: [OH:1][C:2]1[CH:7]=[CH:6][C:5]([C:8]2[N:13]=[C:12]([C:14]([NH2:16])=[O:15])[C:11]([CH3:17])=[N:10][C:9]=2[CH3:18])=[CH:4][CH:3]=1.[F:19][C:20]([F:39])([F:38])[S:21](N(C1C=CC=CC=1)[S:21]([C:20]([F:39])([F:38])[F:19])(=[O:23])=[O:22])(=[O:23])=[O:22].C(=O)([O-])[O-].[K+].[K+].